From a dataset of Full USPTO retrosynthesis dataset with 1.9M reactions from patents (1976-2016). Predict the reactants needed to synthesize the given product. (1) The reactants are: Cl.[CH3:2][O:3][C:4](=[O:11])[C@H:5]([CH2:7][CH:8]([CH3:10])[CH3:9])[NH2:6].[O-]S([O-])(=O)=O.[Mg+2].[CH:18](=O)[CH2:19][CH2:20][CH2:21][CH2:22][CH2:23][CH2:24][CH2:25][CH2:26][CH3:27].CCN(CC)CC.[BH4-].[Na+]. Given the product [CH2:18]([NH:6][C@@H:5]([CH2:7][CH:8]([CH3:10])[CH3:9])[C:4]([O:3][CH3:2])=[O:11])[CH2:19][CH2:20][CH2:21][CH2:22][CH2:23][CH2:24][CH2:25][CH2:26][CH3:27], predict the reactants needed to synthesize it. (2) Given the product [CH2:13]([C:10]1([C:20]2[CH:21]=[CH:22][C:23]([NH:26][CH3:27])=[CH:24][CH:25]=2)[CH2:11][CH2:12][NH:8][CH2:9]1)[C:14]1[CH:15]=[CH:16][CH:17]=[CH:18][CH:19]=1, predict the reactants needed to synthesize it. The reactants are: C([N:8]1[CH2:12][CH2:11][C:10]([C:20]2[CH:25]=[CH:24][C:23]([NH:26][CH3:27])=[CH:22][CH:21]=2)([CH2:13][C:14]2[CH:19]=[CH:18][CH:17]=[CH:16][CH:15]=2)[CH2:9]1)C1C=CC=CC=1. (3) Given the product [CH3:39][O:38][C:36](=[O:37])[NH:1][C:2]1[CH:3]=[CH:4][C:5]([C:8]2[NH:12][C:11]([C@H:13]3[N:21]4[C:16](=[CH:17][C:18]([C:23]5[CH:28]=[C:27]([Cl:29])[CH:26]=[CH:25][C:24]=5[N:30]5[CH:34]=[N:33][N:32]=[N:31]5)=[CH:19][C:20]4=[O:22])[CH2:15][CH2:14]3)=[CH:10][CH:9]=2)=[CH:6][CH:7]=1, predict the reactants needed to synthesize it. The reactants are: [NH2:1][C:2]1[CH:7]=[CH:6][C:5]([C:8]2[NH:12][C:11]([C@H:13]3[N:21]4[C:16](=[CH:17][C:18]([C:23]5[CH:28]=[C:27]([Cl:29])[CH:26]=[CH:25][C:24]=5[N:30]5[CH:34]=[N:33][N:32]=[N:31]5)=[CH:19][C:20]4=[O:22])[CH2:15][CH2:14]3)=[CH:10][CH:9]=2)=[CH:4][CH:3]=1.Cl[C:36]([O:38][CH3:39])=[O:37]. (4) Given the product [F:1][C:2]1[CH:21]=[CH:20][C:5]2[C:6]([C:9]3[CH:10]=[C:11]([CH:12]=[CH:13][CH:14]=3)[O:15][CH2:16][C@H:17]([OH:18])[CH2:19][NH:7][CH:6]3[C:23]4[C:24](=[CH:3][CH:2]=[CH:21][CH:20]=4)[CH2:4][CH2:5]3)=[N:7][O:8][C:4]=2[CH:3]=1, predict the reactants needed to synthesize it. The reactants are: [F:1][C:2]1[CH:21]=[CH:20][C:5]2[C:6]([C:9]3[CH:14]=[CH:13][CH:12]=[C:11]([O:15][CH2:16][C@H:17]4[CH2:19][O:18]4)[CH:10]=3)=[N:7][O:8][C:4]=2[CH:3]=1.Cl[CH:23](Cl)[CH3:24]. (5) Given the product [C:26](=[O:35])([O:27][CH:28]([N:21]1[C:20]2[CH:22]=[CH:23][CH:24]=[CH:25][C:19]=2[N:18]=[C:17]1[S:15]([CH2:14][C:3]1[C:2]([CH3:1])=[C:7]([O:8][CH2:9][C:10]([F:13])([F:11])[F:12])[CH:6]=[CH:5][N:4]=1)=[O:16])[CH3:29])[O:31][CH:32]([CH3:34])[CH3:33], predict the reactants needed to synthesize it. The reactants are: [CH3:1][C:2]1[C:3]([CH2:14][S:15]([C:17]2[NH:18][C:19]3[CH:25]=[CH:24][CH:23]=[CH:22][C:20]=3[N:21]=2)=[O:16])=[N:4][CH:5]=[CH:6][C:7]=1[O:8][CH2:9][C:10]([F:13])([F:12])[F:11].[C:26](=[O:35])([O:31][CH:32]([CH3:34])[CH3:33])[O:27][CH:28](I)[CH3:29].C(=O)([O-])[O-].[Cs+].[Cs+]. (6) Given the product [N+:19]([C:11]1[CH:10]=[C:9]([CH2:8][O:28][C:22]2[CH:27]=[CH:26][CH:25]=[CH:24][CH:23]=2)[CH:18]=[CH:17][C:12]=1[C:13]([O:15][CH3:16])=[O:14])([O-:21])=[O:20], predict the reactants needed to synthesize it. The reactants are: C(=O)([O-])[O-].[K+].[K+].Br[CH2:8][C:9]1[CH:18]=[CH:17][C:12]([C:13]([O:15][CH3:16])=[O:14])=[C:11]([N+:19]([O-:21])=[O:20])[CH:10]=1.[C:22]1([OH:28])[CH:27]=[CH:26][CH:25]=[CH:24][CH:23]=1.Cl. (7) Given the product [CH3:11][O:10][CH2:9][C:6]1[NH:5][C:4]2=[C:3]([C:1]#[N:2])[C:17]([CH3:19])=[C:16]([C:20]3[CH:25]=[CH:24][CH:23]=[CH:22][CH:21]=3)[C:15](=[O:14])[N:8]2[N:7]=1, predict the reactants needed to synthesize it. The reactants are: [C:1]([CH2:3][C:4]1[NH:8][N:7]=[C:6]([CH2:9][O:10][CH3:11])[N:5]=1)#[N:2].C([O:14][C:15](=O)[CH:16]([C:20]1[CH:25]=[CH:24][CH:23]=[CH:22][CH:21]=1)[C:17]([CH3:19])=O)C.C([O-])(=O)C.[NH4+].O. (8) Given the product [CH2:21]([C:23]1[CH:28]=[CH:27][C:26]([C:29]2[CH:34]=[CH:33][C:32]([C:2]3[N:7]=[C:6]([C:8]([NH:10][C:11]4[O:12][C:13]([C:16]5[O:17][CH:18]=[CH:19][CH:20]=5)=[N:14][N:15]=4)=[O:9])[CH:5]=[CH:4][CH:3]=3)=[CH:31][CH:30]=2)=[CH:25][CH:24]=1)[CH3:22], predict the reactants needed to synthesize it. The reactants are: Br[C:2]1[N:7]=[C:6]([C:8]([NH:10][C:11]2[O:12][C:13]([C:16]3[O:17][CH:18]=[CH:19][CH:20]=3)=[N:14][N:15]=2)=[O:9])[CH:5]=[CH:4][CH:3]=1.[CH2:21]([C:23]1[CH:28]=[CH:27][C:26]([C:29]2[CH:34]=[CH:33][C:32](B(O)O)=[CH:31][CH:30]=2)=[CH:25][CH:24]=1)[CH3:22].